Predict the reaction yield, written as a fraction of the theoretical maximum amount of product (1.0 means a 100% yield; for example, 0.34 means a 34% yield). From a dataset of Reaction yield outcomes from USPTO patents with 853,638 reactions. (1) The reactants are [Br:1][C:2]1[CH:7]=[CH:6][C:5]([NH:8][C:9]2[N:17]=[C:16](Cl)[CH:15]=[CH:14][C:10]=2[C:11]([OH:13])=[O:12])=[C:4]([F:19])[CH:3]=1.BrC1C=CC(N)=C(F)C=1.C[Si]([N-][Si](C)(C)C)(C)C.[Li+].ClC1N=C(Cl)C=CC=1C(O)=[O:43]. The catalyst is C1COCC1. The product is [Br:1][C:2]1[CH:7]=[CH:6][C:5]([NH:8][C:9]2[NH:17][C:16](=[O:43])[CH:15]=[CH:14][C:10]=2[C:11]([OH:13])=[O:12])=[C:4]([F:19])[CH:3]=1. The yield is 0.830. (2) The reactants are [N:1]1[CH:6]=[CH:5][CH:4]=[C:3]([CH2:7][C:8]([OH:17])([P:13]([OH:16])(=[O:15])[OH:14])[P:9]([OH:12])(=[O:11])[OH:10])[CH:2]=1.[OH-:18].[Na+:19]. The catalyst is O. The product is [CH:5]1[CH:6]=[N:1][CH:2]=[C:3]([CH2:7][C:8]([P:9]([O-:11])([OH:12])=[O:10])([P:13]([OH:16])([OH:15])=[O:14])[OH:17])[CH:4]=1.[CH:5]1[CH:6]=[N:1][CH:2]=[C:3]([CH2:7][C:8]([P:9]([O-:11])([OH:12])=[O:10])([P:13]([OH:16])([OH:15])=[O:14])[OH:17])[CH:4]=1.[OH2:18].[OH2:10].[OH2:10].[OH2:10].[OH2:10].[Na+:19].[Na+:19]. The yield is 0.647.